From a dataset of Full USPTO retrosynthesis dataset with 1.9M reactions from patents (1976-2016). Predict the reactants needed to synthesize the given product. (1) Given the product [Br:18][CH2:15][C:13]1[N:12]=[N:11][N:10]([CH2:9][C:4]2[CH:5]=[CH:6][C:7]([Cl:8])=[C:2]([Cl:1])[CH:3]=2)[CH:14]=1, predict the reactants needed to synthesize it. The reactants are: [Cl:1][C:2]1[CH:3]=[C:4]([CH2:9][N:10]2[CH:14]=[C:13]([CH2:15]O)[N:12]=[N:11]2)[CH:5]=[CH:6][C:7]=1[Cl:8].P(Br)(Br)[Br:18].O.C([O-])(O)=O.[Na+]. (2) Given the product [NH2:23][C:20]1[CH:21]=[CH:22][C:17]([O:16][C:6]2[C:5]([S:2]([CH3:1])(=[O:3])=[O:4])=[CH:14][C:9]([C:10]([O:12][CH3:13])=[O:11])=[C:8]([CH3:15])[CH:7]=2)=[CH:18][C:19]=1[S:26]([F:30])([F:31])([F:27])([F:28])[F:29], predict the reactants needed to synthesize it. The reactants are: [CH3:1][S:2]([C:5]1[C:6]([O:16][C:17]2[CH:22]=[CH:21][C:20]([N+:23]([O-])=O)=[C:19]([S:26]([F:31])([F:30])([F:29])([F:28])[F:27])[CH:18]=2)=[CH:7][C:8]([CH3:15])=[C:9]([CH:14]=1)[C:10]([O:12][CH3:13])=[O:11])(=[O:4])=[O:3].[H][H]. (3) Given the product [C:5]1([CH:11]2[CH2:12][CH2:13][N:14]([CH2:3][CH2:2][C:1]#[N:4])[CH2:15][CH2:16]2)[CH:10]=[CH:9][CH:8]=[CH:7][CH:6]=1, predict the reactants needed to synthesize it. The reactants are: [C:1](#[N:4])[CH:2]=[CH2:3].[C:5]1([CH:11]2[CH2:16][CH2:15][NH:14][CH2:13][CH2:12]2)[CH:10]=[CH:9][CH:8]=[CH:7][CH:6]=1. (4) Given the product [CH3:1][O:2][CH2:3][O:4][C:5]1[CH:6]=[CH:7][C:8]2[C@@H:9]3[C@@H:17]([C@H:18]([CH2:22][CH2:23][CH2:24][CH2:25][O:26][CH2:27][CH2:28][O:29][CH2:30][CH2:31][O:32][CH2:33][CH2:34][O:35][CH2:36][CH2:37][OH:38])[CH2:19][C:20]=2[CH:21]=1)[C@H:16]1[C@@:12]([CH3:50])([C@@H:13]([O:46][CH2:47][O:48][CH3:49])[CH2:14][CH2:15]1)[CH2:11][CH2:10]3, predict the reactants needed to synthesize it. The reactants are: [CH3:1][O:2][CH2:3][O:4][C:5]1[CH:6]=[CH:7][C:8]2[C@@H:9]3[C@@H:17]([C@H:18]([CH2:22][CH2:23][CH2:24][CH2:25][O:26][CH2:27][CH2:28][O:29][CH2:30][CH2:31][O:32][CH2:33][CH2:34][O:35][CH2:36][CH2:37][O:38]CC4C=CC=CC=4)[CH2:19][C:20]=2[CH:21]=1)[C@H:16]1[C@@:12]([CH3:50])([C@@H:13]([O:46][CH2:47][O:48][CH3:49])[CH2:14][CH2:15]1)[CH2:11][CH2:10]3. (5) Given the product [CH3:27][CH:28]([O:32][C:33]([CH3:35])=[O:34])[CH2:29][O:30][CH3:31].[Ti:18], predict the reactants needed to synthesize it. The reactants are: O.CC(C)[O-].CC(C)[O-].CC(C)[O-].CC(C)[O-].[Ti+4:18].C(NCCO)CCC.[CH3:27][CH:28]([O:32][C:33]([CH3:35])=[O:34])[CH2:29][O:30][CH3:31]. (6) Given the product [CH3:19][C:16]1[NH:17][CH:18]=[C:14]([C:12]2[S:13][C:9]3[CH2:8][CH:7]([C:5]([NH:4][CH2:3][CH2:2][NH:1][C:33]([C:31]4[C:30]([C:36]([F:39])([F:37])[F:38])=[N:29][N:28]([C:22]5[CH:27]=[CH:26][CH:25]=[CH:24][CH:23]=5)[CH:32]=4)=[O:34])=[O:6])[CH2:21][CH2:20][C:10]=3[N:11]=2)[N:15]=1, predict the reactants needed to synthesize it. The reactants are: [NH2:1][CH2:2][CH2:3][NH:4][C:5]([CH:7]1[CH2:21][CH2:20][C:10]2[N:11]=[C:12]([C:14]3[N:15]=[C:16]([CH3:19])[NH:17][CH:18]=3)[S:13][C:9]=2[CH2:8]1)=[O:6].[C:22]1([N:28]2[CH:32]=[C:31]([C:33](O)=[O:34])[C:30]([C:36]([F:39])([F:38])[F:37])=[N:29]2)[CH:27]=[CH:26][CH:25]=[CH:24][CH:23]=1.C1C=CC2N(O)N=NC=2C=1.O.CCN=C=NCCCN(C)C.Cl.CCN(C(C)C)C(C)C. (7) Given the product [Cl:13][C:14]1[CH:15]=[CH:16][C:17]([C:20]2[C:24]([CH:25]([C:2]3[CH:3]=[N:4][CH:5]=[CH:6][CH:7]=3)[OH:26])=[C:23]([C:27]3[CH:28]=[CH:29][CH:30]=[CH:31][CH:32]=3)[S:22][N:21]=2)=[CH:18][CH:19]=1, predict the reactants needed to synthesize it. The reactants are: Br[C:2]1[CH:3]=[N:4][CH:5]=[CH:6][CH:7]=1.[Li]CCCC.[Cl:13][C:14]1[CH:19]=[CH:18][C:17]([C:20]2[C:24]([CH:25]=[O:26])=[C:23]([C:27]3[CH:32]=[CH:31][CH:30]=[CH:29][CH:28]=3)[S:22][N:21]=2)=[CH:16][CH:15]=1.